Dataset: NCI-60 drug combinations with 297,098 pairs across 59 cell lines. Task: Regression. Given two drug SMILES strings and cell line genomic features, predict the synergy score measuring deviation from expected non-interaction effect. (1) Drug 1: C1=CC(=CC=C1C#N)C(C2=CC=C(C=C2)C#N)N3C=NC=N3. Drug 2: CNC(=O)C1=NC=CC(=C1)OC2=CC=C(C=C2)NC(=O)NC3=CC(=C(C=C3)Cl)C(F)(F)F. Cell line: CAKI-1. Synergy scores: CSS=-2.83, Synergy_ZIP=0.663, Synergy_Bliss=-5.91, Synergy_Loewe=-6.10, Synergy_HSA=-7.38. (2) Drug 1: C1=CC(=CC=C1CCCC(=O)O)N(CCCl)CCCl. Drug 2: C1CN(CCN1C(=O)CCBr)C(=O)CCBr. Cell line: BT-549. Synergy scores: CSS=29.9, Synergy_ZIP=4.56, Synergy_Bliss=6.36, Synergy_Loewe=3.60, Synergy_HSA=7.50. (3) Drug 1: CC12CCC3C(C1CCC2O)C(CC4=C3C=CC(=C4)O)CCCCCCCCCS(=O)CCCC(C(F)(F)F)(F)F. Drug 2: CCCCCOC(=O)NC1=NC(=O)N(C=C1F)C2C(C(C(O2)C)O)O. Cell line: HL-60(TB). Synergy scores: CSS=-4.76, Synergy_ZIP=6.70, Synergy_Bliss=9.94, Synergy_Loewe=-8.89, Synergy_HSA=-9.37. (4) Drug 1: C1CC(=O)NC(=O)C1N2C(=O)C3=CC=CC=C3C2=O. Drug 2: N.N.Cl[Pt+2]Cl. Cell line: SF-268. Synergy scores: CSS=54.7, Synergy_ZIP=-0.0401, Synergy_Bliss=-1.19, Synergy_Loewe=-18.4, Synergy_HSA=-1.32. (5) Drug 1: C1C(C(OC1N2C=NC3=C(N=C(N=C32)Cl)N)CO)O. Drug 2: C1C(C(OC1N2C=NC(=NC2=O)N)CO)O. Cell line: NCI-H460. Synergy scores: CSS=14.0, Synergy_ZIP=9.28, Synergy_Bliss=14.5, Synergy_Loewe=10.3, Synergy_HSA=15.5. (6) Drug 1: COCCOC1=C(C=C2C(=C1)C(=NC=N2)NC3=CC=CC(=C3)C#C)OCCOC. Drug 2: CC1=C(C(=CC=C1)Cl)NC(=O)C2=CN=C(S2)NC3=CC(=NC(=N3)C)N4CCN(CC4)CCO. Cell line: OVCAR3. Synergy scores: CSS=69.9, Synergy_ZIP=1.33, Synergy_Bliss=1.45, Synergy_Loewe=14.0, Synergy_HSA=15.1.